From a dataset of Full USPTO retrosynthesis dataset with 1.9M reactions from patents (1976-2016). Predict the reactants needed to synthesize the given product. (1) Given the product [CH3:9][O:10][C:11]([C:13]1[CH:21]=[C:20]2[C:16]([C:17]3[CH:25]=[C:24]([CH3:26])[CH:23]=[N:22][C:18]=3[NH:19]2)=[C:15]([C:27]2[CH:32]=[CH:31][CH:30]=[C:29]([S:33]([CH2:36][CH3:37])(=[O:35])=[O:34])[CH:28]=2)[C:14]=1[Cl:1])=[O:12], predict the reactants needed to synthesize it. The reactants are: [Cl:1]N1C(=O)CCC1=O.[CH3:9][O:10][C:11]([C:13]1[CH:21]=[C:20]2[C:16]([C:17]3[CH:25]=[C:24]([CH3:26])[CH:23]=[N:22][C:18]=3[NH:19]2)=[C:15]([C:27]2[CH:32]=[CH:31][CH:30]=[C:29]([S:33]([CH2:36][CH3:37])(=[O:35])=[O:34])[CH:28]=2)[CH:14]=1)=[O:12]. (2) Given the product [CH2:9]([S:13][C:14]([S:16][C:18]([CH3:22])([CH3:17])[C:19]([OH:21])=[O:20])=[S:15])[CH2:10][CH2:11][CH3:12], predict the reactants needed to synthesize it. The reactants are: P([O-])([O-])([O-])=O.[K+].[K+].[K+].[CH2:9]([SH:13])[CH2:10][CH2:11][CH3:12].[C:14](=[S:16])=[S:15].[CH3:17][C:18](Br)([CH3:22])[C:19]([OH:21])=[O:20]. (3) Given the product [CH3:13][O:11][C:8]1[CH:7]=[C:5]([CH:4]=[CH:10][CH:9]=1)[NH2:6].[S-:3][C:2]#[N:1].[NH4+:12], predict the reactants needed to synthesize it. The reactants are: [NH2:1][C:2]1[S:3][C:4]2[CH:10]=[CH:9][C:8]([OH:11])=[CH:7][C:5]=2[N:6]=1.[NH2:12][C:13]1SC2C(O)=CC=CC=2N=1. (4) Given the product [C:23]([Si:20]([CH3:22])([CH3:21])[O:19][CH:17]([C:13]1[N:12]=[CH:11][C:10]2[C:15](=[CH:16][C:7](/[CH:6]=[CH:5]/[C:4]([CH3:28])([CH3:27])[C:3]([OH:29])=[O:2])=[CH:8][CH:9]=2)[N:14]=1)[CH3:18])([CH3:26])([CH3:25])[CH3:24], predict the reactants needed to synthesize it. The reactants are: C[O:2][C:3](=[O:29])[C:4]([CH3:28])([CH3:27])/[CH:5]=[CH:6]/[C:7]1[CH:16]=[C:15]2[C:10]([CH:11]=[N:12][C:13]([CH:17]([O:19][Si:20]([C:23]([CH3:26])([CH3:25])[CH3:24])([CH3:22])[CH3:21])[CH3:18])=[N:14]2)=[CH:9][CH:8]=1.[OH-].[Li+]. (5) Given the product [CH3:13][O:14][C:15]([C:17]1([CH3:2])[CH2:26][CH2:25][C:24]2[C:19](=[C:20]([O:27][CH3:28])[CH:21]=[CH:22][CH:23]=2)[CH2:18]1)=[O:16], predict the reactants needed to synthesize it. The reactants are: N(C(C)C)[CH:2](C)C.[Li]CCCC.[CH3:13][O:14][C:15]([CH:17]1[CH2:26][CH2:25][C:24]2[C:19](=[C:20]([O:27][CH3:28])[CH:21]=[CH:22][CH:23]=2)[CH2:18]1)=[O:16].CI.[NH4+].[Cl-]. (6) The reactants are: [C:1]([OH:5])(=[O:4])[CH:2]=[CH2:3].[CH2:6]([O:16][C:17](=[O:20])[CH:18]=[CH2:19])[CH2:7][CH2:8][CH2:9][CH2:10][CH2:11][CH2:12][CH2:13][CH2:14][CH3:15]. Given the product [C:1]([OH:5])(=[O:4])[CH:2]=[CH2:3].[CH2:6]([O:16][C:17](=[O:20])[CH:18]=[CH2:19])[CH2:7][CH2:8][CH2:9][CH2:10][CH2:11][CH2:12][CH2:13][CH2:14][CH3:15], predict the reactants needed to synthesize it. (7) Given the product [OH:27][NH:26][C:16]([CH:14]1[CH2:13][CH:12]=[C:10]2[CH2:11][N:5]([C:3]([N:2]([CH3:1])[C:20]3[CH:21]=[CH:22][CH:23]=[CH:24][CH:25]=3)=[O:4])[CH2:6][CH2:7][O:8][C:9]2=[CH:15]1)=[O:18], predict the reactants needed to synthesize it. The reactants are: [CH3:1][N:2]([C:20]1[CH:25]=[CH:24][CH:23]=[CH:22][CH:21]=1)[C:3]([N:5]1[CH2:11][C:10]2[CH:12]=[CH:13][C:14]([C:16]([O:18]C)=O)=[CH:15][C:9]=2[O:8][CH2:7][CH2:6]1)=[O:4].[NH2:26][OH:27].[OH-].[Na+].Cl. (8) Given the product [F:1][C:2]1[C:11]2[O:10][CH2:9][CH:8]([CH2:12][NH:32][CH2:31][CH2:30][O:29][CH3:28])[O:7][C:6]=2[CH:5]=[C:4]([S:24]([CH3:27])(=[O:25])=[O:26])[CH:3]=1, predict the reactants needed to synthesize it. The reactants are: [F:1][C:2]1[C:11]2[O:10][CH2:9][CH:8]([CH2:12]OS(C3C=CC(C)=CC=3)(=O)=O)[O:7][C:6]=2[CH:5]=[C:4]([S:24]([CH3:27])(=[O:26])=[O:25])[CH:3]=1.[CH3:28][O:29][CH2:30][CH2:31][NH2:32]. (9) The reactants are: [CH3:1][O:2][C:3]1[CH:21]=[CH:20][C:6]([O:7][C:8]2[CH:9]=[CH:10][C:11]3[N:15]=[C:14]([CH2:16][OH:17])[N:13]([CH3:18])[C:12]=3[CH:19]=2)=[CH:5][CH:4]=1.O[C:23]1[CH:24]=[C:25]([CH:30]=[CH:31][CH:32]=1)[C:26]([O:28][CH3:29])=[O:27].C(P(CCCC)CCCC)CCC.N(C(N1CCCCC1)=O)=NC(N1CCCCC1)=O. Given the product [CH3:1][O:2][C:3]1[CH:21]=[CH:20][C:6]([O:7][C:8]2[CH:9]=[CH:10][C:11]3[N:15]=[C:14]([CH2:16][O:17][C:23]4[CH:24]=[C:25]([CH:30]=[CH:31][CH:32]=4)[C:26]([O:28][CH3:29])=[O:27])[N:13]([CH3:18])[C:12]=3[CH:19]=2)=[CH:5][CH:4]=1, predict the reactants needed to synthesize it. (10) Given the product [CH2:1]([C:3]1[N:4]=[C:5]2[C:10]([C:11]([F:13])([F:14])[F:12])=[CH:9][CH:8]=[CH:7][N:6]2[C:15]=1[C:17]1[CH:18]=[CH:19][C:20]([O:21][C:22]2[CH:27]=[CH:26][CH:25]=[C:24]([S:28]([CH3:31])(=[O:30])=[O:29])[CH:23]=2)=[CH:32][CH:33]=1)[CH3:2], predict the reactants needed to synthesize it. The reactants are: [CH2:1]([C:3]1[N:4]=[C:5]2[C:10]([C:11]([F:14])([F:13])[F:12])=[CH:9][CH:8]=[CH:7][N:6]2[CH:15]=1)[CH3:2].Br[C:17]1[CH:33]=[CH:32][C:20]([O:21][C:22]2[CH:27]=[CH:26][CH:25]=[C:24]([S:28]([CH3:31])(=[O:30])=[O:29])[CH:23]=2)=[CH:19][CH:18]=1.